From a dataset of Peptide-MHC class I binding affinity with 185,985 pairs from IEDB/IMGT. Regression. Given a peptide amino acid sequence and an MHC pseudo amino acid sequence, predict their binding affinity value. This is MHC class I binding data. (1) The peptide sequence is ARHGEYAPF. The MHC is HLA-A31:01 with pseudo-sequence HLA-A31:01. The binding affinity (normalized) is 0.0847. (2) The peptide sequence is VGYYTFHPK. The MHC is HLA-B45:06 with pseudo-sequence HLA-B45:06. The binding affinity (normalized) is 0.213. (3) The peptide sequence is TSSARSSEW. The MHC is HLA-A68:02 with pseudo-sequence HLA-A68:02. The binding affinity (normalized) is 0.0847. (4) The peptide sequence is LLVDLLWLL. The MHC is HLA-A02:01 with pseudo-sequence HLA-A02:01. The binding affinity (normalized) is 1.00. (5) The peptide sequence is HLFIYATCLGL. The MHC is HLA-A02:01 with pseudo-sequence HLA-A02:01. The binding affinity (normalized) is 0.631. (6) The peptide sequence is AVYKTYGQY. The MHC is HLA-A02:01 with pseudo-sequence HLA-A02:01. The binding affinity (normalized) is 0.0847. (7) The peptide sequence is SLADQLIHL. The MHC is HLA-A02:01 with pseudo-sequence HLA-A02:01. The binding affinity (normalized) is 0.652. (8) The peptide sequence is QESLTTTSTA. The MHC is HLA-B44:02 with pseudo-sequence HLA-B44:02. The binding affinity (normalized) is 0.180. (9) The peptide sequence is ILAALFMYY. The MHC is HLA-A31:01 with pseudo-sequence HLA-A31:01. The binding affinity (normalized) is 0.156.